From a dataset of Full USPTO retrosynthesis dataset with 1.9M reactions from patents (1976-2016). Predict the reactants needed to synthesize the given product. (1) Given the product [N+:8]([C:3]1[CH:4]=[CH:5][CH:6]=[CH:7][C:2]=1[NH:11][C@@H:12]([C:21]1[CH:26]=[CH:25][CH:24]=[CH:23][CH:22]=1)[CH2:13][C:14]([O:16][C:17]([CH3:20])([CH3:18])[CH3:19])=[O:15])([O-:10])=[O:9], predict the reactants needed to synthesize it. The reactants are: F[C:2]1[CH:7]=[CH:6][CH:5]=[CH:4][C:3]=1[N+:8]([O-:10])=[O:9].[NH2:11][C@@H:12]([C:21]1[CH:26]=[CH:25][CH:24]=[CH:23][CH:22]=1)[CH2:13][C:14]([O:16][C:17]([CH3:20])([CH3:19])[CH3:18])=[O:15].C(N(CC)CC)C. (2) Given the product [CH3:1][N:2]1[CH2:7][CH2:6][N:5]([CH2:8][C:9]2[CH:10]=[CH:11][C:12]3[N:16]=[CH:15][N:14]([C:17]4[S:21][C:20]([C:22]([NH2:40])=[O:24])=[C:19]([O:26][C@@H:27]([C:29]5[CH:34]=[CH:33][CH:32]=[CH:31][C:30]=5[C:35]([F:38])([F:36])[F:37])[CH3:28])[CH:18]=4)[C:13]=3[CH:39]=2)[CH2:4][CH2:3]1, predict the reactants needed to synthesize it. The reactants are: [CH3:1][N:2]1[CH2:7][CH2:6][N:5]([CH2:8][C:9]2[CH:10]=[CH:11][C:12]3[N:16]=[CH:15][N:14]([C:17]4[S:21][C:20]([C:22]([O:24]C)=O)=[C:19]([O:26][C@@H:27]([C:29]5[CH:34]=[CH:33][CH:32]=[CH:31][C:30]=5[C:35]([F:38])([F:37])[F:36])[CH3:28])[CH:18]=4)[C:13]=3[CH:39]=2)[CH2:4][CH2:3]1.[NH3:40].CO. (3) Given the product [Cl:1][C:2]1[CH:7]=[CH:6][C:5]([S:8]([C:9]2[CH:14]=[CH:13][CH:12]=[CH:11][C:10]=2[F:15])=[O:21])=[CH:4][N:3]=1, predict the reactants needed to synthesize it. The reactants are: [Cl:1][C:2]1[CH:7]=[CH:6][C:5]([S:8][C:9]2[CH:14]=[CH:13][CH:12]=[CH:11][C:10]=2[F:15])=[CH:4][N:3]=1.ClC1C=C(C=CC=1)C(OO)=[O:21].[OH-].[Na+]. (4) Given the product [C:1]([N:6]1[CH2:7][CH2:8][N:9]([C:12]([C:14]2[CH:15]=[C:16]([CH:20]3[C:29]4=[N:42][NH:43][C:31](=[O:33])[C:27]5[CH:26]=[CH:25][CH:24]=[C:23]([C:28]=54)[NH:22][CH:21]3[C:35]3[CH:40]=[CH:39][N:38]=[CH:37][CH:36]=3)[CH:17]=[CH:18][CH:19]=2)=[O:13])[CH2:10][CH2:11]1)(=[O:5])[CH:2]([CH3:3])[CH3:4], predict the reactants needed to synthesize it. The reactants are: [C:1]([N:6]1[CH2:11][CH2:10][N:9]([C:12]([C:14]2[CH:15]=[C:16]([CH:20]3[C:29](=O)[C:28]4[C:27]([C:31]([O:33]C)=O)=[CH:26][CH:25]=[CH:24][C:23]=4[NH:22][CH:21]3[C:35]3[CH:40]=[CH:39][N:38]=[CH:37][CH:36]=3)[CH:17]=[CH:18][CH:19]=2)=[O:13])[CH2:8][CH2:7]1)(=[O:5])[CH:2]([CH3:4])[CH3:3].O.[NH2:42][NH2:43]. (5) Given the product [CH3:57][O:56][C:54](=[O:55])[N:21]([CH:19]1[C:18]2[C:13](=[CH:14][CH:15]=[C:16]([C:37]([F:40])([F:38])[F:39])[CH:17]=2)[N:12]([C:41](=[O:46])[C:42]([F:43])([F:44])[F:45])[CH:11]([CH2:10][CH2:9][O:8][CH2:1][C:2]2[CH:3]=[CH:4][CH:5]=[CH:6][CH:7]=2)[CH2:20]1)[CH2:22][C:23]1[CH:24]=[C:25]([C:33]([F:34])([F:35])[F:36])[CH:26]=[C:27]([C:29]([F:30])([F:31])[F:32])[CH:28]=1, predict the reactants needed to synthesize it. The reactants are: [CH2:1]([O:8][CH2:9][CH2:10][CH:11]1[CH2:20][CH:19]([NH:21][CH2:22][C:23]2[CH:28]=[C:27]([C:29]([F:32])([F:31])[F:30])[CH:26]=[C:25]([C:33]([F:36])([F:35])[F:34])[CH:24]=2)[C:18]2[C:13](=[CH:14][CH:15]=[C:16]([C:37]([F:40])([F:39])[F:38])[CH:17]=2)[N:12]1[C:41](=[O:46])[C:42]([F:45])([F:44])[F:43])[C:2]1[CH:7]=[CH:6][CH:5]=[CH:4][CH:3]=1.N1C=CC=CC=1.Cl[C:54]([O:56][CH3:57])=[O:55]. (6) Given the product [CH2:18]1[CH2:77][CH2:76][C:75]([OH:78])([C:30]([C:17]2[CH:18]=[CH:18][CH:17]=[CH:30][CH:24]=2)=[O:31])[CH2:24][CH2:17]1, predict the reactants needed to synthesize it. The reactants are: C([O:31][CH2:30][C:17](CO)([CH2:24]OC[C:17]([CH2:30][O:31]C(=O)C=C)([CH2:24]OC(=O)C=C)[CH2:18]OC(=O)C=C)[CH2:18]OC(=O)C=C)(=O)C=C.[C:75](OCC(CO[C:75](=[O:78])[CH:76]=[CH2:77])(COCC(CO[C:75](=[O:78])[CH:76]=[CH2:77])(CO[C:75](=[O:78])[CH:76]=[CH2:77])CO[C:75](=[O:78])[CH:76]=[CH2:77])CO[C:75](=[O:78])[CH:76]=[CH2:77])(=[O:78])[CH:76]=[CH2:77]. (7) The reactants are: [C:1]([NH:4][C:5]1[CH:6]=[CH:7][CH:8]=[C:9]2[C:13]=1[C:12](=[O:14])[N:11]([CH:15]([C:20]1[CH:25]=[CH:24][C:23]([O:26][CH:27]([F:29])[F:28])=[C:22]([O:30][CH2:31][CH3:32])[CH:21]=1)[CH2:16][C:17](O)=[O:18])[CH2:10]2)(=[O:3])[CH3:2].C1N=CN(C(N2C=NC=C2)=O)C=1.Cl.[NH2:46][OH:47]. Given the product [C:1]([NH:4][C:5]1[CH:6]=[CH:7][CH:8]=[C:9]2[C:13]=1[C:12](=[O:14])[N:11]([CH:15]([C:20]1[CH:25]=[CH:24][C:23]([O:26][CH:27]([F:29])[F:28])=[C:22]([O:30][CH2:31][CH3:32])[CH:21]=1)[CH2:16][C:17]([NH:46][OH:47])=[O:18])[CH2:10]2)(=[O:3])[CH3:2], predict the reactants needed to synthesize it. (8) Given the product [CH3:23][N:22]([CH3:24])[C:5]1[N:4]=[C:3]([O:25][CH3:26])[C:2]([OH:33])=[C:7]([CH2:8][CH2:9][CH2:10][CH2:11][CH2:12][CH2:13][CH2:14][CH2:15][CH2:16][CH2:17][O:18][CH2:19][O:20][CH3:21])[N:6]=1, predict the reactants needed to synthesize it. The reactants are: Br[C:2]1[C:3]([O:25][CH3:26])=[N:4][C:5]([N:22]([CH3:24])[CH3:23])=[N:6][C:7]=1[CH2:8][CH2:9][CH2:10][CH2:11][CH2:12][CH2:13][CH2:14][CH2:15][CH2:16][CH2:17][O:18][CH2:19][O:20][CH3:21].[Li]CCCC.C[O:33]B(OC)OC.OO.[OH-].[Na+].Cl.